Dataset: NCI-60 drug combinations with 297,098 pairs across 59 cell lines. Task: Regression. Given two drug SMILES strings and cell line genomic features, predict the synergy score measuring deviation from expected non-interaction effect. (1) Drug 1: CN(C(=O)NC(C=O)C(C(C(CO)O)O)O)N=O. Drug 2: C1C(C(OC1N2C=NC(=NC2=O)N)CO)O. Cell line: SN12C. Synergy scores: CSS=5.43, Synergy_ZIP=-1.62, Synergy_Bliss=2.86, Synergy_Loewe=0.0224, Synergy_HSA=1.19. (2) Drug 1: C1=C(C(=O)NC(=O)N1)F. Drug 2: COC1=NC(=NC2=C1N=CN2C3C(C(C(O3)CO)O)O)N. Cell line: CCRF-CEM. Synergy scores: CSS=59.9, Synergy_ZIP=-2.70, Synergy_Bliss=-3.82, Synergy_Loewe=-12.1, Synergy_HSA=-0.0793. (3) Drug 1: CC12CCC3C(C1CCC2=O)CC(=C)C4=CC(=O)C=CC34C. Cell line: MDA-MB-435. Synergy scores: CSS=38.7, Synergy_ZIP=1.42, Synergy_Bliss=0.559, Synergy_Loewe=0.123, Synergy_HSA=-0.494. Drug 2: COC1=C2C(=CC3=C1OC=C3)C=CC(=O)O2.